From a dataset of Peptide-MHC class I binding affinity with 185,985 pairs from IEDB/IMGT. Regression. Given a peptide amino acid sequence and an MHC pseudo amino acid sequence, predict their binding affinity value. This is MHC class I binding data. The peptide sequence is EYFRLCESL. The MHC is HLA-A24:02 with pseudo-sequence HLA-A24:02. The binding affinity (normalized) is 0.434.